Dataset: NCI-60 drug combinations with 297,098 pairs across 59 cell lines. Task: Regression. Given two drug SMILES strings and cell line genomic features, predict the synergy score measuring deviation from expected non-interaction effect. (1) Drug 1: C1=NC2=C(N1)C(=S)N=CN2. Drug 2: CC1CCCC2(C(O2)CC(NC(=O)CC(C(C(=O)C(C1O)C)(C)C)O)C(=CC3=CSC(=N3)C)C)C. Cell line: HOP-92. Synergy scores: CSS=49.5, Synergy_ZIP=-3.30, Synergy_Bliss=-6.73, Synergy_Loewe=-3.04, Synergy_HSA=-1.41. (2) Drug 1: C(CC(=O)O)C(=O)CN.Cl. Drug 2: COCCOC1=C(C=C2C(=C1)C(=NC=N2)NC3=CC=CC(=C3)C#C)OCCOC.Cl. Cell line: NCIH23. Synergy scores: CSS=3.81, Synergy_ZIP=-1.15, Synergy_Bliss=1.95, Synergy_Loewe=-3.11, Synergy_HSA=-1.96. (3) Drug 1: CCC1=C2CN3C(=CC4=C(C3=O)COC(=O)C4(CC)O)C2=NC5=C1C=C(C=C5)O. Drug 2: CC1C(C(CC(O1)OC2CC(OC(C2O)C)OC3=CC4=CC5=C(C(=O)C(C(C5)C(C(=O)C(C(C)O)O)OC)OC6CC(C(C(O6)C)O)OC7CC(C(C(O7)C)O)OC8CC(C(C(O8)C)O)(C)O)C(=C4C(=C3C)O)O)O)O. Cell line: MDA-MB-435. Synergy scores: CSS=57.8, Synergy_ZIP=-0.832, Synergy_Bliss=0.900, Synergy_Loewe=-9.81, Synergy_HSA=-0.471. (4) Drug 2: C1=NC2=C(N=C(N=C2N1C3C(C(C(O3)CO)O)F)Cl)N. Drug 1: CN(C)N=NC1=C(NC=N1)C(=O)N. Synergy scores: CSS=37.4, Synergy_ZIP=2.38, Synergy_Bliss=0.899, Synergy_Loewe=-50.1, Synergy_HSA=-2.75. Cell line: HOP-62.